Dataset: Forward reaction prediction with 1.9M reactions from USPTO patents (1976-2016). Task: Predict the product of the given reaction. Given the reactants [F:1][C:2]([F:25])([C:18]1[CH:23]=[CH:22][C:21]([F:24])=[CH:20][CH:19]=1)[C:3]1[N:12]=[C:11](O)[C:10]2[C:5](=[CH:6][C:7]([C:14]([O:16][CH3:17])=[O:15])=[CH:8][CH:9]=2)[N:4]=1.P(Cl)(Cl)([Cl:28])=O, predict the reaction product. The product is: [Cl:28][C:11]1[C:10]2[C:5](=[CH:6][C:7]([C:14]([O:16][CH3:17])=[O:15])=[CH:8][CH:9]=2)[N:4]=[C:3]([C:2]([F:25])([F:1])[C:18]2[CH:23]=[CH:22][C:21]([F:24])=[CH:20][CH:19]=2)[N:12]=1.